Dataset: Reaction yield outcomes from USPTO patents with 853,638 reactions. Task: Predict the reaction yield, written as a fraction of the theoretical maximum amount of product (1.0 means a 100% yield; for example, 0.34 means a 34% yield). The reactants are [OH:1][C:2]1[CH:10]=[C:9]([OH:11])[CH:8]=[CH:7][C:3]=1[C:4]([OH:6])=[O:5].ClCCl.[C:15](Cl)(=[O:19])[C:16]([CH3:18])=[O:17].Cl. The catalyst is N1C=CC=CC=1. The product is [O:17]=[C:16]([CH3:18])[C:15]([O:1][C:2]1[CH:10]=[C:9]([O:11][C:15](=[O:19])[C:16](=[O:17])[CH3:18])[CH:8]=[CH:7][C:3]=1[C:4]([OH:6])=[O:5])=[O:19]. The yield is 0.436.